Dataset: Reaction yield outcomes from USPTO patents with 853,638 reactions. Task: Predict the reaction yield, written as a fraction of the theoretical maximum amount of product (1.0 means a 100% yield; for example, 0.34 means a 34% yield). (1) The catalyst is CO. The yield is 0.550. The reactants are C(OC(N1[CH2:11][CH:10]([C:12]2[CH:49]=[CH:48][C:15]([CH:16](CNCCCOCC(OC(C)(C)C)=O)[N:17]3[C:25]([O:26]C)=[N:24][C:23]4[C:18]3=[N:19][C:20]([O:29][CH2:30][CH2:31]OC)=[N:21][C:22]=4[NH2:28])=[CH:14][CH:13]=2)C1)=O)(C)(C)C.Cl.[O:51]1[CH2:56][CH2:55][O:54][CH2:53][CH2:52]1.[CH2:57]=[O:58].[C:59]([BH3-])#[N:60].[Na+].O.[C:64](=[O:67])(O)[O-].[Na+]. The product is [CH3:57][O:58][C:56]([CH2:55][O:54][CH2:53][CH2:52][CH2:11][CH:10]([NH:24][CH:23]1[CH2:18][N:60]([CH3:59])[CH2:22]1)[C:12]1[CH:49]=[CH:48][C:15]([CH2:16][N:17]2[C:25](=[O:26])[NH:24][C:23]3[C:18]2=[N:19][C:20]([O:29][CH2:30][CH2:31][O:67][CH3:64])=[N:21][C:22]=3[NH2:28])=[CH:14][CH:13]=1)=[O:51]. (2) The reactants are B1(C)OC(C2C=CC=CC=2)(C2C=CC=CC=2)[C@@H]2N1CCC2.B.CSC.[Br:26][C:27]1[CH:35]=[CH:34][CH:33]=[C:32]2[C:28]=1[CH2:29][CH2:30][C:31]2=[O:36]. The catalyst is C(Cl)Cl. The product is [Br:26][C:27]1[CH:35]=[CH:34][CH:33]=[C:32]2[C:28]=1[CH2:29][CH2:30][C@@H:31]2[OH:36]. The yield is 0.620. (3) The reactants are [Br:1][C:2]1[CH:3]=[C:4]2[C:9](=[CH:10][CH:11]=1)[N:8]=[CH:7][C:6]([C:12](=[O:15])[CH2:13][CH3:14])=[C:5]2Cl.Cl.Cl.[CH3:19][N:20]([CH3:28])[C@H:21]1[CH2:26][CH2:25][C@H:24]([NH2:27])[CH2:23][CH2:22]1. No catalyst specified. The product is [Br:1][C:2]1[CH:3]=[C:4]2[C:9](=[CH:10][CH:11]=1)[N:8]=[CH:7][C:6]([C:12](=[O:15])[CH2:13][CH3:14])=[C:5]2[NH:27][C@H:24]1[CH2:25][CH2:26][C@H:21]([N:20]([CH3:28])[CH3:19])[CH2:22][CH2:23]1. The yield is 0.580. (4) The reactants are [Cl:1][C:2]1[C:7]([NH:8][NH2:9])=[N:6][CH:5]=[CH:4][N:3]=1.[CH:10](OCC)(OCC)OCC. No catalyst specified. The product is [Cl:1][C:2]1[C:7]2[N:6]([CH:10]=[N:9][N:8]=2)[CH:5]=[CH:4][N:3]=1. The yield is 0.950. (5) The reactants are C(OC(O[C:12]([CH3:15])([CH3:14])[CH3:13])=O)(O[C:12]([CH3:15])([CH3:14])[CH3:13])=O.[C:16](=[O:19])([O-])[OH:17].[Na+].[CH2:21]1[NH:25][CH2:24][CH:23]2[C:26]3[CH:27]=[CH:28][CH:29]=[CH:30][C:31]=3[CH2:32][CH:22]12. The catalyst is O.C1COCC1.O. The product is [C:12]([NH:25][C:16](=[O:19])[O-:17])([CH3:13])([CH3:14])[CH3:15].[CH2:21]1[NH:25][CH2:24][CH:23]2[C:26]3[CH:27]=[CH:28][CH:29]=[CH:30][C:31]=3[CH2:32][CH:22]12. The yield is 0.0500. (6) The reactants are [H-].[Na+].[OH:3][CH2:4][CH:5]1[CH2:9][N:8]([S:10]([CH3:13])(=[O:12])=[O:11])[CH2:7][CH:6]1[CH2:14][OH:15].[CH2:16](Br)[C:17]1[CH:22]=[CH:21][CH:20]=[CH:19][CH:18]=1. The catalyst is CN(C=O)C. The product is [CH2:16]([O:15][CH2:14][CH:6]1[CH2:7][N:8]([S:10]([CH3:13])(=[O:12])=[O:11])[CH2:9][CH:5]1[CH2:4][OH:3])[C:17]1[CH:22]=[CH:21][CH:20]=[CH:19][CH:18]=1. The yield is 0.580.